Dataset: Full USPTO retrosynthesis dataset with 1.9M reactions from patents (1976-2016). Task: Predict the reactants needed to synthesize the given product. (1) Given the product [Br:1][C:2]1[C:3]([O:17][CH3:18])=[C:4]([C:13]([O:15][CH3:16])=[O:14])[C:5]2[N:6]=[CH:7][C:8]([C:24]3[S:25][CH:26]=[CH:27][N:28]=3)=[N:9][C:10]=2[CH:11]=1, predict the reactants needed to synthesize it. The reactants are: [Br:1][C:2]1[C:3]([O:17][CH3:18])=[C:4]([C:13]([O:15][CH3:16])=[O:14])[C:5]2[N:6]=[CH:7][C:8](Cl)=[N:9][C:10]=2[CH:11]=1.C([Sn](CCCC)(CCCC)[C:24]1[S:25][CH:26]=[CH:27][N:28]=1)CCC. (2) Given the product [CH2:36]([O:37][C:15]1[C:16]2[N:17]=[C:8]([C:5]3[CH:6]=[CH:7][C:2]([F:1])=[CH:3][CH:4]=3)[CH:9]=[CH:10][C:11]=2[N:12]=[C:13]([NH:23][CH2:24][C:25]2[CH:26]=[CH:27][C:28]([S:31]([NH2:34])(=[O:33])=[O:32])=[CH:29][CH:30]=2)[N:14]=1)[CH3:35], predict the reactants needed to synthesize it. The reactants are: [F:1][C:2]1[CH:7]=[CH:6][C:5]([C:8]2[CH:9]=[CH:10][C:11]3[N:12]=[C:13]([NH:23][CH2:24][C:25]4[CH:30]=[CH:29][C:28]([S:31]([NH2:34])(=[O:33])=[O:32])=[CH:27][CH:26]=4)[N:14]=[C:15](N4C=NN=C4)[C:16]=3[N:17]=2)=[CH:4][CH:3]=1.[CH3:35][CH2:36][O-:37].[Na+].CCO. (3) Given the product [Cl:1][C:2]1[CH:3]=[C:4]([C:8]([CH3:13])([C:9](=[O:11])[CH3:10])[CH3:12])[CH:5]=[CH:6][C:7]=1[S:14]([Cl:18])(=[O:16])=[O:15], predict the reactants needed to synthesize it. The reactants are: [Cl:1][C:2]1[CH:3]=[C:4]([C:8]([CH3:13])([CH3:12])[C:9](=[O:11])[CH3:10])[CH:5]=[CH:6][CH:7]=1.[S:14]([Cl:18])(=O)(=[O:16])[OH:15].O=S(Cl)Cl. (4) The reactants are: [I:1][C:2]1[N:3]=[CH:4][N:5](C(C2C=CC=CC=2)(C2C=CC=CC=2)C2C=CC=CC=2)[CH:6]=1.Br[CH2:27][C:28]1[CH:35]=[CH:34][C:31]([C:32]#[N:33])=[CH:30][C:29]=1[F:36]. Given the product [F:36][C:29]1[CH:30]=[C:31]([CH:34]=[CH:35][C:28]=1[CH2:27][N:3]1[C:2]([I:1])=[CH:6][N:5]=[CH:4]1)[C:32]#[N:33], predict the reactants needed to synthesize it. (5) Given the product [Cl:1][CH2:2][CH2:3][N:4]1[C:5]([CH3:16])([CH3:15])[CH2:6][CH2:7][C:8]1=[O:9], predict the reactants needed to synthesize it. The reactants are: [Cl:1][CH2:2][CH2:3][NH:4][C:5]([CH3:16])([CH3:15])[CH2:6][CH2:7][C:8](OC(C)(C)C)=[O:9].FC(F)(F)C(O)=O.Cl.CN(C)CCCN=C=NCC.O.OC1C2N=NNC=2C=CC=1.C(N(C(C)C)CC)(C)C. (6) Given the product [CH3:1][O:2][C:3]([C:4]1[CH:9]=[CH:8][C:7]([C:16]2[CH:17]=[CH:18][CH:19]=[CH:20][C:15]=2[O:14][CH3:13])=[C:6]([CH3:11])[CH:5]=1)=[O:12], predict the reactants needed to synthesize it. The reactants are: [CH3:1][O:2][C:3](=[O:12])[C:4]1[CH:9]=[CH:8][C:7](Br)=[C:6]([CH3:11])[CH:5]=1.[CH3:13][O:14][C:15]1[CH:20]=[CH:19][CH:18]=[CH:17][C:16]=1B(O)O.C(=O)([O-])[O-].[Na+].[Na+]. (7) The reactants are: [F:1][C:2]1[CH:30]=[CH:29][C:5]2[N:6]([C:16]([C:18]3[CH:19]=[CH:20][C:21]4[O:26][CH2:25][C:24](=[O:27])[NH:23][C:22]=4[CH:28]=3)=[O:17])[C@@H:7]([CH2:10][C:11]([O:13]CC)=O)[CH2:8][O:9][C:4]=2[CH:3]=1.[CH3:31][NH2:32].C(O)C. Given the product [F:1][C:2]1[CH:30]=[CH:29][C:5]2[N:6]([C:16]([C:18]3[CH:19]=[CH:20][C:21]4[O:26][CH2:25][C:24](=[O:27])[NH:23][C:22]=4[CH:28]=3)=[O:17])[C@@H:7]([CH2:10][C:11]([NH:32][CH3:31])=[O:13])[CH2:8][O:9][C:4]=2[CH:3]=1, predict the reactants needed to synthesize it. (8) Given the product [CH3:1][O:2][C:3]([C:5]1[CH:13]=[C:12]2[C:8]([C:9]([CH:32]3[CH2:37][CH2:36][CH2:35][CH2:34][CH2:33]3)=[C:10]([C:14]3[C:15]([NH:31][C:49](=[O:50])[CH2:48][Cl:47])=[C:16]4[C:21](=[CH:22][CH:23]=3)[N:20]=[C:19]([C:24]3[S:28][C:27]([CH3:29])=[N:26][C:25]=3[CH3:30])[CH:18]=[CH:17]4)[NH:11]2)=[CH:7][CH:6]=1)=[O:4], predict the reactants needed to synthesize it. The reactants are: [CH3:1][O:2][C:3]([C:5]1[CH:13]=[C:12]2[C:8]([C:9]([CH:32]3[CH2:37][CH2:36][CH2:35][CH2:34][CH2:33]3)=[C:10]([C:14]3[C:15]([NH2:31])=[C:16]4[C:21](=[CH:22][CH:23]=3)[N:20]=[C:19]([C:24]3[S:28][C:27]([CH3:29])=[N:26][C:25]=3[CH3:30])[CH:18]=[CH:17]4)[NH:11]2)=[CH:7][CH:6]=1)=[O:4].C(O[Na])(C)=O.CC(O)=O.[Cl:47][CH2:48][C:49](Cl)=[O:50].C([O-])(O)=O.[Na+].